From a dataset of Peptide-MHC class II binding affinity with 134,281 pairs from IEDB. Regression. Given a peptide amino acid sequence and an MHC pseudo amino acid sequence, predict their binding affinity value. This is MHC class II binding data. (1) The peptide sequence is GETLLRAVESYLLAH. The MHC is DRB1_0701 with pseudo-sequence DRB1_0701. The binding affinity (normalized) is 0.664. (2) The peptide sequence is AAPGAGYTPATPAAP. The MHC is HLA-DQA10102-DQB10602 with pseudo-sequence HLA-DQA10102-DQB10602. The binding affinity (normalized) is 0.0665. (3) The peptide sequence is YDKFLVNVSTVLTGK. The MHC is DRB3_0202 with pseudo-sequence DRB3_0202. The binding affinity (normalized) is 0.935. (4) The peptide sequence is VFLGSAHGIPKVPPG. The MHC is HLA-DPA10103-DPB10401 with pseudo-sequence HLA-DPA10103-DPB10401. The binding affinity (normalized) is 0.0476.